From a dataset of Full USPTO retrosynthesis dataset with 1.9M reactions from patents (1976-2016). Predict the reactants needed to synthesize the given product. (1) Given the product [CH3:1][C:2]1[CH:3]=[C:4]([C:12]2[CH:13]=[C:14]([C:15]([F:18])([F:17])[F:16])[N:23]3[N:24]=[CH:25][C:26]([C:27]4[CH:32]=[CH:31][N:30]=[C:29]([CH3:33])[CH:28]=4)=[C:22]3[N:21]=2)[CH:5]=[CH:6][C:7]=1[C:8]([F:11])([F:10])[F:9], predict the reactants needed to synthesize it. The reactants are: [CH3:1][C:2]1[CH:3]=[C:4]([C:12](=O)[CH2:13][C:14](=O)[C:15]([F:18])([F:17])[F:16])[CH:5]=[CH:6][C:7]=1[C:8]([F:11])([F:10])[F:9].[NH2:21][C:22]1[C:26]([C:27]2[CH:32]=[CH:31][N:30]=[C:29]([CH3:33])[CH:28]=2)=[CH:25][NH:24][N:23]=1. (2) The reactants are: [NH2:1][C:2]1[C:7]([OH:8])=[CH:6][C:5]([Br:9])=[CH:4][N:3]=1.CCN(CC)CC.[CH3:17][C:18]([O:21][C:22](O[C:22]([O:21][C:18]([CH3:20])([CH3:19])[CH3:17])=[O:23])=[O:23])([CH3:20])[CH3:19].O. Given the product [Br:9][C:5]1[CH:6]=[C:7]([OH:8])[C:2]([NH:1][C:22]([O:21][C:18]([CH3:20])([CH3:19])[CH3:17])=[O:23])=[N:3][CH:4]=1, predict the reactants needed to synthesize it. (3) Given the product [Br:18][C:19]1[CH:24]=[CH:23][C:22]([O:25][CH3:26])=[CH:21][C:20]=1[CH2:27][CH2:28][O:29][CH:6]1[CH2:11][CH2:10][CH2:9][CH2:8][O:7]1, predict the reactants needed to synthesize it. The reactants are: BrC1C=CC(OC)=CC=1CO[CH:6]1[CH2:11][CH2:10][CH2:9][CH2:8][O:7]1.[Br:18][C:19]1[CH:24]=[CH:23][C:22]([O:25][CH3:26])=[CH:21][C:20]=1[CH2:27][CH2:28][OH:29]. (4) Given the product [NH2:1][N:2]1[CH2:7][CH2:6][CH2:5][CH2:4][C@H:3]1[CH2:8][OH:9], predict the reactants needed to synthesize it. The reactants are: [NH2:1][N:2]1[CH2:7][CH2:6][CH2:5][CH2:4][C@@H:3]1[CH2:8][OH:9].NN1CCC[C@H]1CO.NN1CCC[C@@H]1CO. (5) Given the product [N+:12]([C:3]1[CH:4]=[N:5][C:6]2[C:11]([C:2]=1[OH:1])=[CH:10][CH:9]=[CH:8][CH:7]=2)([O-:14])=[O:13], predict the reactants needed to synthesize it. The reactants are: [OH:1][C:2]1[C:11]2[C:6](=[CH:7][CH:8]=[CH:9][CH:10]=2)[N:5]=[CH:4][CH:3]=1.[N+:12]([O-])([OH:14])=[O:13]. (6) Given the product [CH3:1][O:2][C:3](=[O:33])[CH2:4][O:5][C:6]1[CH:11]=[CH:10][C:9]([Cl:12])=[CH:8][C:7]=1[C:13](=[O:36])[C:14]1[CH:19]=[C:18]([Cl:20])[CH:17]=[CH:16][C:15]=1[O:21][CH2:22][C:23]([O:25][CH2:26][C:27]1[CH:32]=[CH:31][CH:30]=[CH:29][CH:28]=1)=[O:24], predict the reactants needed to synthesize it. The reactants are: [CH3:1][O:2][C:3](=[O:33])[CH2:4][O:5][C:6]1[CH:11]=[CH:10][C:9]([Cl:12])=[CH:8][C:7]=1[CH2:13][C:14]1[CH:19]=[C:18]([Cl:20])[CH:17]=[CH:16][C:15]=1[O:21][CH2:22][C:23]([O:25][CH2:26][C:27]1[CH:32]=[CH:31][CH:30]=[CH:29][CH:28]=1)=[O:24].C(O)(=[O:36])C. (7) The reactants are: FC(F)(F)C(O)=O.[NH2:8][C@@H:9]([CH2:14][C:15]1[CH:20]=[CH:19][C:18]([CH:21]2[S:25](=[O:27])(=[O:26])[NH:24][C:23](=[O:28])[CH2:22]2)=[C:17]([Cl:29])[CH:16]=1)[C:10]([O:12]C)=[O:11].C(N(CC)CC)C.Cl[C:38]([O:40][CH2:41][C:42]1[CH:47]=[CH:46][CH:45]=[CH:44][CH:43]=1)=[O:39].[OH-].[Li+]. Given the product [CH2:41]([O:40][C:38]([NH:8][C@@H:9]([CH2:14][C:15]1[CH:20]=[CH:19][C:18]([CH:21]2[S:25](=[O:27])(=[O:26])[NH:24][C:23](=[O:28])[CH2:22]2)=[C:17]([Cl:29])[CH:16]=1)[C:10]([OH:12])=[O:11])=[O:39])[C:42]1[CH:47]=[CH:46][CH:45]=[CH:44][CH:43]=1, predict the reactants needed to synthesize it.